From a dataset of Forward reaction prediction with 1.9M reactions from USPTO patents (1976-2016). Predict the product of the given reaction. (1) Given the reactants C(OC(=O)[NH:7][C@@H:8]([C:11]([N:13]1[CH2:16][CH:15]([C:17]#[N:18])[CH2:14]1)=[O:12])[CH2:9][CH3:10])(C)(C)C.[F:20][C:21]([F:26])([F:25])[C:22]([OH:24])=[O:23], predict the reaction product. The product is: [F:20][C:21]([F:26])([F:25])[C:22]([OH:24])=[O:23].[NH2:7][C@H:8]([CH2:9][CH3:10])[C:11]([N:13]1[CH2:14][CH:15]([C:17]#[N:18])[CH2:16]1)=[O:12]. (2) Given the reactants [Cl:1][C:2]1[CH:3]=[N:4][C:5]([O:11][C:12]2[CH:17]=[CH:16][CH:15]=[C:14]([C:18]#[N:19])[CH:13]=2)=[C:6]([CH:10]=1)[C:7]([OH:9])=O.[NH2:20][C@H:21]([C:23]1[CH:35]=[CH:34][C:26]([C:27]([O:29][C:30]([CH3:33])([CH3:32])[CH3:31])=[O:28])=[CH:25][CH:24]=1)[CH3:22], predict the reaction product. The product is: [Cl:1][C:2]1[CH:10]=[C:6]([C:7]([NH:20][C@H:21]([C:23]2[CH:35]=[CH:34][C:26]([C:27]([O:29][C:30]([CH3:32])([CH3:31])[CH3:33])=[O:28])=[CH:25][CH:24]=2)[CH3:22])=[O:9])[C:5]([O:11][C:12]2[CH:17]=[CH:16][CH:15]=[C:14]([C:18]#[N:19])[CH:13]=2)=[N:4][CH:3]=1. (3) Given the reactants [F:1][C:2]1[C:10]([O:11][C:12]2[C:21]3[C:16](=[CH:17][C:18]([O:23][CH3:24])=[C:19]([OH:22])[CH:20]=3)[N:15]=[CH:14][N:13]=2)=[CH:9][CH:8]=[C:7]2[C:3]=1[CH:4]=[CH:5][NH:6]2.[C:25]([N:28]1[CH2:33][CH2:32][N:31]([CH2:34][CH2:35]O)[CH2:30][CH2:29]1)(=[O:27])[CH3:26].C1(P(C2C=CC=CC=2)C2C=CC=CC=2)C=CC=CC=1.N(C(OC(C)C)=O)=NC(OC(C)C)=O, predict the reaction product. The product is: [C:25]([N:28]1[CH2:33][CH2:32][N:31]([CH2:34][CH2:35][O:22][C:19]2[CH:20]=[C:21]3[C:16](=[CH:17][C:18]=2[O:23][CH3:24])[N:15]=[CH:14][N:13]=[C:12]3[O:11][C:10]2[C:2]([F:1])=[C:3]3[C:7](=[CH:8][CH:9]=2)[NH:6][CH:5]=[CH:4]3)[CH2:30][CH2:29]1)(=[O:27])[CH3:26]. (4) Given the reactants Br[C:2]1[CH:10]=[CH:9][C:5]2=[N:6][O:7][N:8]=[C:4]2[CH:3]=1.[CH:11]([B-](F)(F)F)=[CH2:12].[K+], predict the reaction product. The product is: [CH:11]([C:2]1[CH:10]=[CH:9][C:5]2=[N:6][O:7][N:8]=[C:4]2[CH:3]=1)=[CH2:12]. (5) Given the reactants [CH3:1][O:2][C:3]1[C:12]2[CH2:11][CH2:10][C@H:9]3[C@H:13]([CH3:20])[C:14](=[O:19])[CH:15]([C:17]#[N:18])[CH2:16][C@:8]3([C:21]3[CH:26]=[CH:25][CH:24]=[CH:23][CH:22]=3)[C:7]=2[N:6]=[C:5]([CH3:27])[N:4]=1.BrN1C(C)(C)C(=O)N(Br)C1=O.N1C=CC=CC=1, predict the reaction product. The product is: [CH3:1][O:2][C:3]1[C:12]2[CH2:11][CH2:10][C@H:9]3[C@H:13]([CH3:20])[C:14](=[O:19])[C:15]([C:17]#[N:18])=[CH:16][C@:8]3([C:21]3[CH:22]=[CH:23][CH:24]=[CH:25][CH:26]=3)[C:7]=2[N:6]=[C:5]([CH3:27])[N:4]=1.